This data is from Full USPTO retrosynthesis dataset with 1.9M reactions from patents (1976-2016). The task is: Predict the reactants needed to synthesize the given product. Given the product [F:25][C:26]1[CH:27]=[CH:28][C:29]([C@H:32]([OH:36])[C:33]([N:11]([C:8]2[CH:9]=[C:10]3[C:5](=[CH:6][CH:7]=2)[NH:4][N:3]=[C:2]3[CH3:1])[CH2:21][CH2:20][C:17]2[CH:18]=[N:19][C:14]([C:13]([F:24])([F:23])[F:12])=[CH:15][CH:16]=2)=[O:34])=[CH:30][CH:31]=1, predict the reactants needed to synthesize it. The reactants are: [CH3:1][C:2]1[C:10]2[C:5](=[CH:6][CH:7]=[C:8]([NH2:11])[CH:9]=2)[NH:4][N:3]=1.[F:12][C:13]([F:24])([F:23])[C:14]1[N:19]=[CH:18][C:17]([CH2:20][C:21]#N)=[CH:16][CH:15]=1.[F:25][C:26]1[CH:31]=[CH:30][C:29]([C:32](=[O:36])[C:33](O)=[O:34])=[CH:28][CH:27]=1.